From a dataset of Full USPTO retrosynthesis dataset with 1.9M reactions from patents (1976-2016). Predict the reactants needed to synthesize the given product. (1) Given the product [CH3:11][C@H:12]([C@H:15]([CH3:19])[CH2:16][CH2:17][CH3:18])[CH:13]=[N:9][S:7]([C:4]1[CH:5]=[CH:6][C:1]([CH3:10])=[CH:2][CH:3]=1)=[O:8], predict the reactants needed to synthesize it. The reactants are: [C:1]1([CH3:10])[CH:6]=[CH:5][C:4]([S@@:7]([NH2:9])=[O:8])=[CH:3][CH:2]=1.[CH3:11][C@H:12]([C@H:15]([CH3:19])[CH2:16][CH2:17][CH3:18])[CH:13]=O. (2) Given the product [C:1]([O:13][CH3:14])(=[O:12])[CH2:2][C:3]1[CH:11]=[CH:10][C:8]([OH:9])=[C:5]([O:6][CH3:7])[CH:4]=1, predict the reactants needed to synthesize it. The reactants are: [C:1]([OH:13])(=[O:12])[CH2:2][C:3]1[CH:11]=[CH:10][C:8]([OH:9])=[C:5]([O:6][CH3:7])[CH:4]=1.[CH:14](OC)(OC)OC.S(=O)(=O)(O)O. (3) Given the product [CH3:23][C:10]1([C:7]2[CH:8]=[CH:9][C:4]([N+:1]([O-:3])=[O:2])=[CH:5][CH:6]=2)[C:19](=[O:20])[C:18]2[C:13](=[CH:14][C:15]([N:28]3[CH2:29][CH2:30][N:25]([CH3:24])[CH2:26][CH2:27]3)=[CH:16][CH:17]=2)[NH:12][C:11]1=[O:22], predict the reactants needed to synthesize it. The reactants are: [N+:1]([C:4]1[CH:9]=[CH:8][C:7]([C:10]2([CH3:23])[C:19](=[O:20])[C:18]3[C:13](=[CH:14][C:15](Cl)=[CH:16][CH:17]=3)[NH:12][C:11]2=[O:22])=[CH:6][CH:5]=1)([O-:3])=[O:2].[CH3:24][N:25]1[CH2:30][CH2:29][NH:28][CH2:27][CH2:26]1. (4) Given the product [ClH:19].[CH3:1][CH:2]([CH3:18])[CH2:3][C@H:4]([N:12]1[CH2:17][CH2:16][O:15][CH2:14][CH2:13]1)[C:5]([OH:7])=[O:6], predict the reactants needed to synthesize it. The reactants are: [CH3:1][CH:2]([CH3:18])[CH2:3][C@H:4]([N:12]1[CH2:17][CH2:16][O:15][CH2:14][CH2:13]1)[C:5]([O:7]C(C)(C)C)=[O:6].[ClH:19]. (5) Given the product [CH2:20]([O:1][C:2]1[CH:3]=[C:4]([CH2:8][NH:9][C:10](=[O:18])[C:11]2[CH:16]=[CH:15][CH:14]=[N:13][C:12]=2[NH2:17])[CH:5]=[CH:6][CH:7]=1)[CH2:21][CH3:22], predict the reactants needed to synthesize it. The reactants are: [OH:1][C:2]1[CH:3]=[C:4]([CH2:8][NH:9][C:10](=[O:18])[C:11]2[CH:16]=[CH:15][CH:14]=[N:13][C:12]=2[NH2:17])[CH:5]=[CH:6][CH:7]=1.Br[CH2:20][CH2:21][CH3:22].C(=O)([O-])[O-].[Cs+].[Cs+].CN(C=O)C. (6) Given the product [Cl:1][C:2]1[C:10]([Cl:11])=[CH:9][CH:8]=[CH:7][C:3]=1[C:4]([NH:21][CH2:20][CH:19]([N:16]1[CH2:15][CH2:14][C:13]([F:29])([F:12])[CH2:18][CH2:17]1)[C:22]1[CH:23]=[N:24][C:25]([CH3:28])=[N:26][CH:27]=1)=[O:6], predict the reactants needed to synthesize it. The reactants are: [Cl:1][C:2]1[C:10]([Cl:11])=[CH:9][CH:8]=[CH:7][C:3]=1[C:4]([OH:6])=O.[F:12][C:13]1([F:29])[CH2:18][CH2:17][N:16]([CH:19]([C:22]2[CH:23]=[N:24][C:25]([CH3:28])=[N:26][CH:27]=2)[CH2:20][NH2:21])[CH2:15][CH2:14]1.